Dataset: Full USPTO retrosynthesis dataset with 1.9M reactions from patents (1976-2016). Task: Predict the reactants needed to synthesize the given product. Given the product [Si:38]([O:55][CH2:56]/[CH:57]=[C:58](/[CH3:66])\[CH2:59][CH2:60]/[CH:61]=[C:62](/[CH3:65])\[CH2:63][CH:19]([S:16]([C:6]1[CH:7]=[CH:8][CH:10]=[CH:11][CH:12]=1)(=[O:17])=[O:18])/[CH:20]=[C:21](/[CH3:22])\[CH2:23][CH2:24][CH:25]=[C:26]([CH3:27])[CH3:28])([C:51]([CH3:52])([CH3:53])[CH3:54])([C:45]1[CH:46]=[CH:47][CH:48]=[CH:49][CH:50]=1)[C:39]1[CH:44]=[CH:43][CH:42]=[CH:41][CH:40]=1, predict the reactants needed to synthesize it. The reactants are: [Li]CCCC.[CH2:6]([S:16]([CH2:19]/[CH:20]=[C:21](\[CH2:23][CH2:24][CH:25]=[C:26]([CH3:28])[CH3:27])/[CH3:22])(=[O:18])=[O:17])/[CH:7]=[C:8](\[CH2:10][CH2:11][CH:12]=C(C)C)/C.CN1CCCN(C)C1=O.[Si:38]([O:55][CH2:56]/[CH:57]=[C:58](/[CH3:66])\[CH2:59][CH2:60]/[CH:61]=[C:62](/[CH3:65])\[CH2:63]Cl)([C:51]([CH3:54])([CH3:53])[CH3:52])([C:45]1[CH:50]=[CH:49][CH:48]=[CH:47][CH:46]=1)[C:39]1[CH:44]=[CH:43][CH:42]=[CH:41][CH:40]=1.